From a dataset of Reaction yield outcomes from USPTO patents with 853,638 reactions. Predict the reaction yield, written as a fraction of the theoretical maximum amount of product (1.0 means a 100% yield; for example, 0.34 means a 34% yield). (1) The catalyst is CS(C)=O. The yield is 0.370. The product is [CH3:7][C:5]1([CH3:8])[CH2:6][C:2]2[NH:16][C:10]([C:11]([O:13][CH2:14][CH3:15])=[O:12])=[CH:9][C:3]=2[CH2:4]1. The reactants are Cl[C:2]1[CH2:6][C:5]([CH3:8])([CH3:7])[CH2:4][C:3]=1/[CH:9]=[CH:10]/[C:11]([O:13][CH2:14][CH3:15])=[O:12].[N-:16]=[N+]=[N-].[Na+].O.C(Cl)Cl. (2) The reactants are [Cl:1][C:2]1[NH:3][CH:4]=[C:5]([N+:7]([O-:9])=[O:8])[N:6]=1.[S:10]([C:18]1[CH:24]=[CH:23][C:21]([CH3:22])=[CH:20][CH:19]=1)([O:13][CH2:14][C@@H:15]1[O:17][CH2:16]1)(=[O:12])=[O:11].C(=O)([O-])O.[Na+]. The catalyst is C(#N)C. The product is [Cl:1][C:2]1[N:3]([CH2:16][C@@H:15]([OH:17])[CH2:14][O:13][S:10]([C:18]2[CH:24]=[CH:23][C:21]([CH3:22])=[CH:20][CH:19]=2)(=[O:12])=[O:11])[CH:4]=[C:5]([N+:7]([O-:9])=[O:8])[N:6]=1. The yield is 0.660.